From a dataset of Reaction yield outcomes from USPTO patents with 853,638 reactions. Predict the reaction yield, written as a fraction of the theoretical maximum amount of product (1.0 means a 100% yield; for example, 0.34 means a 34% yield). (1) The reactants are [C:1]([O:5][C:6]([N:8]([CH2:19][C:20]1[CH:25]=[CH:24][CH:23]=[CH:22][CH:21]=1)[C@H:9]([CH2:17][OH:18])[CH2:10][C:11]1[CH:16]=[CH:15][CH:14]=[CH:13][CH:12]=1)=[O:7])([CH3:4])([CH3:3])[CH3:2].CC1(C)N([O])C(C)(C)CCC1.[Br-].[Na+].C(=O)(O)[O-].[Na+]. The catalyst is C1(C)C=CC=CC=1.O.C(OCC)(=O)C. The product is [C:1]([O:5][C:6]([N:8]([CH2:19][C:20]1[CH:21]=[CH:22][CH:23]=[CH:24][CH:25]=1)[C@H:9]([CH:17]=[O:18])[CH2:10][C:11]1[CH:12]=[CH:13][CH:14]=[CH:15][CH:16]=1)=[O:7])([CH3:4])([CH3:2])[CH3:3]. The yield is 1.00. (2) The reactants are [CH3:1][O:2][C:3]1[CH:4]=[CH:5][C:6]2[N:11]=[CH:10][C:9](=[O:12])[N:8](CC=C)[C:7]=2[N:16]=1.C[N+]1([O-])CC[O:21]CC1.O1CCCC1.O.[CH3:31][C:32]([CH3:34])=[O:33]. The catalyst is C(Cl)(Cl)Cl.[Os](=O)(=O)(=O)=O. The product is [OH:33][CH:32]([CH2:34][OH:21])[CH2:31][N:8]1[C:9](=[O:12])[CH:10]=[N:11][C:6]2[CH:5]=[CH:4][C:3]([O:2][CH3:1])=[N:16][C:7]1=2. The yield is 0.960. (3) The reactants are [Cl:1][C:2]1[N:3]=[C:4]([N:11]2[CH2:16][CH2:15][O:14][CH2:13][CH2:12]2)[C:5]2[O:10][CH:9]=[CH:8][C:6]=2[N:7]=1.C([Li])CCC.[I:22]I. The catalyst is C1COCC1. The product is [Cl:1][C:2]1[N:3]=[C:4]([N:11]2[CH2:16][CH2:15][O:14][CH2:13][CH2:12]2)[C:5]2[O:10][C:9]([I:22])=[CH:8][C:6]=2[N:7]=1. The yield is 0.830.